Dataset: Forward reaction prediction with 1.9M reactions from USPTO patents (1976-2016). Task: Predict the product of the given reaction. (1) The product is: [CH3:1][C:2]1[C:3]([N:9]([CH:15]2[C:24]3[N:23]=[CH:22][CH:21]=[CH:20][C:19]=3[CH2:18][CH2:17][CH2:16]2)[CH2:10][CH2:11][CH2:12][N:13]([OH:14])[C:26]([NH2:27])=[O:25])=[N:4][CH:5]=[C:6]([CH3:8])[CH:7]=1. Given the reactants [CH3:1][C:2]1[C:3]([N:9]([CH:15]2[C:24]3[N:23]=[CH:22][CH:21]=[CH:20][C:19]=3[CH2:18][CH2:17][CH2:16]2)[CH2:10][CH2:11][CH2:12][NH:13][OH:14])=[N:4][CH:5]=[C:6]([CH3:8])[CH:7]=1.[O-:25][C:26]#[N:27].[Na+].[OH-].[Na+], predict the reaction product. (2) Given the reactants O=[C:2]([CH3:8])[CH2:3][C:4]([O:6][CH3:7])=[O:5].[CH3:9]C(N(C)C)=O.CC1C=CC(S([O-])(=O)=O)=CC=1.C1C=C[NH+]=CC=1.Cl.[F:33][C:34]1[CH:39]=[CH:38][CH:37]=[CH:36][C:35]=1[NH:40][NH2:41].C([O-])(=O)C.[Na+], predict the reaction product. The product is: [F:33][C:34]1[CH:39]=[CH:38][CH:37]=[CH:36][C:35]=1[N:40]1[C:2]([CH3:8])=[C:3]([C:4]([O:6][CH3:7])=[O:5])[CH:9]=[N:41]1. (3) Given the reactants [F:1][C:2]1[CH:7]=[C:6]([I:8])[CH:5]=[CH:4][C:3]=1[NH:9][C:10]1[N:15]2[CH:16]=[N:17][CH:18]=[C:14]2[CH:13]=[N:12][C:11]=1[C:19]([OH:21])=O.[CH3:22][C:23]1([CH3:31])[O:27][C@@H:26]([CH2:28][O:29][NH2:30])[CH2:25][O:24]1.C1C=CC2N(O)N=NC=2C=1.CCN=C=NCCCN(C)C.CN1CCOCC1, predict the reaction product. The product is: [CH3:22][C:23]1([CH3:31])[O:27][C@@H:26]([CH2:28][O:29][NH:30][C:19]([C:11]2[N:12]=[CH:13][C:14]3[N:15]([CH:16]=[N:17][CH:18]=3)[C:10]=2[NH:9][C:3]2[CH:4]=[CH:5][C:6]([I:8])=[CH:7][C:2]=2[F:1])=[O:21])[CH2:25][O:24]1. (4) The product is: [CH3:13][N:11]1[CH:12]=[C:8]([C:5]2[CH:6]=[CH:7][C:2]([B:14]3[O:18][C:17]([CH3:20])([CH3:19])[C:16]([CH3:22])([CH3:21])[O:15]3)=[CH:3][CH:4]=2)[CH:9]=[N:10]1. Given the reactants Cl[C:2]1[CH:7]=[CH:6][C:5]([C:8]2[CH:9]=[N:10][N:11]([CH3:13])[CH:12]=2)=[CH:4][CH:3]=1.[B:14]1([B:14]2[O:18][C:17]([CH3:20])([CH3:19])[C:16]([CH3:22])([CH3:21])[O:15]2)[O:18][C:17]([CH3:20])([CH3:19])[C:16]([CH3:22])([CH3:21])[O:15]1.C([O-])(=O)C.[K+], predict the reaction product. (5) Given the reactants CO[C:3]([C:5]1[C:10](=[O:11])[N:9]([CH2:12][C:13]2[CH:18]=[CH:17][C:16]([C:19]([F:22])([F:21])[F:20])=[CH:15][CH:14]=2)[N:8]2[CH:23]=[C:24]([C:26]3[CH:31]=[CH:30][CH:29]=[CH:28][CH:27]=3)[CH:25]=[C:7]2[C:6]=1[OH:32])=[O:4].[NH2:33][CH2:34][C:35]([O-:37])=[O:36].[Na+], predict the reaction product. The product is: [OH:32][C:6]1[C:7]2[N:8]([CH:23]=[C:24]([C:26]3[CH:27]=[CH:28][CH:29]=[CH:30][CH:31]=3)[CH:25]=2)[N:9]([CH2:12][C:13]2[CH:18]=[CH:17][C:16]([C:19]([F:21])([F:20])[F:22])=[CH:15][CH:14]=2)[C:10](=[O:11])[C:5]=1[C:3]([NH:33][CH2:34][C:35]([OH:37])=[O:36])=[O:4].